From a dataset of Forward reaction prediction with 1.9M reactions from USPTO patents (1976-2016). Predict the product of the given reaction. (1) Given the reactants C([O:3][C:4]([C:6]1[C:7]([O:25][CH:26]([CH3:28])[CH3:27])=[N:8][C:9]2[C:14]([C:15]=1[CH2:16][C:17]1[CH:22]=[CH:21][CH:20]=[CH:19][C:18]=1[Cl:23])=[CH:13][C:12]([Cl:24])=[CH:11][CH:10]=2)=[O:5])C.[OH-].[Na+], predict the reaction product. The product is: [Cl:24][C:12]1[CH:13]=[C:14]2[C:9](=[CH:10][CH:11]=1)[N:8]=[C:7]([O:25][CH:26]([CH3:27])[CH3:28])[C:6]([C:4]([OH:5])=[O:3])=[C:15]2[CH2:16][C:17]1[CH:22]=[CH:21][CH:20]=[CH:19][C:18]=1[Cl:23]. (2) Given the reactants [O:1](C(O)C)C1C=CC=CC=1.[CH:11]1[CH:16]=[C:15]2[C:17]([NH:19][S:20][C:14]2=[CH:13][CH:12]=1)=O, predict the reaction product. The product is: [S:20]1(=[O:1])[C:14]2[CH:13]=[CH:12][CH:11]=[CH:16][C:15]=2[CH:17]=[N:19]1. (3) Given the reactants [CH3:1][C:2]1[CH:7]=[C:6]([CH3:8])[CH:5]=[CH:4][C:3]=1[C:9]#[CH:10].[CH3:11][C:12]1[CH:19]=[C:18]([CH3:20])[CH:17]=[CH:16][C:13]=1[CH2:14][SH:15].[Na], predict the reaction product. The product is: [CH3:1][C:2]1[CH:7]=[C:6]([CH3:8])[CH:5]=[CH:4][C:3]=1/[CH:9]=[CH:10]\[CH:14]([S:15][CH:9](/[CH:10]=[CH:9]\[C:3]1[CH:4]=[CH:5][C:6]([CH3:8])=[CH:7][C:2]=1[CH3:1])[C:3]1[CH:4]=[CH:5][C:6]([CH3:8])=[CH:7][C:2]=1[CH3:1])[C:13]1[CH:16]=[CH:17][C:18]([CH3:20])=[CH:19][C:12]=1[CH3:11]. (4) Given the reactants C1(P(C2C=CC=CC=2)C2C=CC=CC=2)C=CC=CC=1.[C:20]1(=[O:30])[NH:24][C:23](=[O:25])[C:22]2=[CH:26][CH:27]=[CH:28][CH:29]=[C:21]12.[Br:31][C:32]1[C:41]2[C:36](=[CH:37][CH:38]=[CH:39][CH:40]=2)[CH:35]=[N+:34]([O-:42])[C:33]=1[CH:43](O)[CH3:44].CC(OC(/N=N/C(OC(C)C)=O)=O)C, predict the reaction product. The product is: [Br:31][C:32]1[C:41]2[C:36](=[CH:37][CH:38]=[CH:39][CH:40]=2)[CH:35]=[N+:34]([O-:42])[C:33]=1[CH:43]([N:24]1[C:20](=[O:30])[C:21]2[C:22](=[CH:26][CH:27]=[CH:28][CH:29]=2)[C:23]1=[O:25])[CH3:44]. (5) Given the reactants [NH2:1][C:2]1[C:7]([NH2:8])=[C:6]([NH:9][C@@H:10]2[C@@H:15]3[CH2:16][C@@H:12]([CH:13]=[CH:14]3)[C@@H:11]2[C:17]([NH2:19])=[O:18])[CH:5]=[CH:4][N:3]=1.[CH3:20][N:21]([CH3:32])[C:22]1[CH:29]=[CH:28][C:25]([CH:26]=O)=[C:24]([O:30][CH3:31])[CH:23]=1, predict the reaction product. The product is: [CH3:32][N:21]([CH3:20])[C:22]1[CH:29]=[CH:28][C:25]([C:26]2[NH:1][C:2]3=[N:3][CH:4]=[CH:5][C:6]([NH:9][C@@H:10]4[C@@H:15]5[CH2:16][C@@H:12]([CH:13]=[CH:14]5)[C@@H:11]4[C:17]([NH2:19])=[O:18])=[C:7]3[N:8]=2)=[C:24]([O:30][CH3:31])[CH:23]=1. (6) Given the reactants C(N(CC)CC)C.[NH2:8][C@@H:9]1[CH2:15][O:14][C@@H:13]([C:16]2[CH:21]=[CH:20][CH:19]=[CH:18][CH:17]=2)[CH2:12][N:11]([CH2:22][CH:23]2[CH2:25][CH2:24]2)[C:10]1=[O:26].Cl[C:28](OC1C=CC([N+]([O-])=O)=CC=1)=[O:29].C(N(C(C)C)CC)(C)C.[Cl-].[O:50]=[C:51]1[N:57]([CH:58]2[CH2:63][CH2:62][NH2+:61][CH2:60][CH2:59]2)[CH2:56][CH2:55][C:54]2[CH:64]=[CH:65][CH:66]=[CH:67][C:53]=2[NH:52]1, predict the reaction product. The product is: [CH:23]1([CH2:22][N:11]2[C:10](=[O:26])[C@H:9]([NH:8][C:28]([N:61]3[CH2:62][CH2:63][CH:58]([N:57]4[CH2:56][CH2:55][C:54]5[CH:64]=[CH:65][CH:66]=[CH:67][C:53]=5[NH:52][C:51]4=[O:50])[CH2:59][CH2:60]3)=[O:29])[CH2:15][O:14][C@@H:13]([C:16]3[CH:21]=[CH:20][CH:19]=[CH:18][CH:17]=3)[CH2:12]2)[CH2:25][CH2:24]1.